This data is from Full USPTO retrosynthesis dataset with 1.9M reactions from patents (1976-2016). The task is: Predict the reactants needed to synthesize the given product. (1) Given the product [CH2:41]([O:40][C:38]([C:36]1[N:37]=[C:25]([C:29]2[CH:30]=[CH:31][C:32]([F:35])=[CH:33][CH:34]=2)[N:19]([CH2:18][CH2:17][C@@H:11]2[CH2:10][C@H:9]([CH2:8][C:6]([O:5][C:1]([CH3:2])([CH3:4])[CH3:3])=[O:7])[O:14][C:13]([CH3:15])([CH3:16])[O:12]2)[C:20]=1[CH:21]([CH3:23])[CH3:22])=[O:39])[C:42]1[CH:47]=[CH:46][CH:45]=[CH:44][CH:43]=1, predict the reactants needed to synthesize it. The reactants are: [C:1]([O:5][C:6]([CH2:8][C@@H:9]1[O:14][C:13]([CH3:16])([CH3:15])[O:12][C@H:11]([CH2:17][CH2:18][N:19]([CH:25]([C:29]2[CH:34]=[CH:33][C:32]([F:35])=[CH:31][CH:30]=2)C(O)=O)[C:20](=O)[CH:21]([CH3:23])[CH3:22])[CH2:10]1)=[O:7])([CH3:4])([CH3:3])[CH3:2].[C:36]([C:38]([O:40][CH2:41][C:42]1[CH:47]=[CH:46][CH:45]=[CH:44][CH:43]=1)=[O:39])#[N:37].C(OC(=O)C)(=O)C. (2) Given the product [C:13]([N:11]1[C:10]2[CH:16]=[CH:17][CH:18]=[CH:19][C:9]=2[CH:8]=[CH:7][C:6]2[CH:20]=[C:2]([C:26]3[CH:25]=[N:24][C:23]([O:22][CH3:21])=[CH:28][CH:27]=3)[CH:3]=[N:4][C:5]=2[CH2:12]1)(=[O:15])[CH3:14], predict the reactants needed to synthesize it. The reactants are: Br[C:2]1[CH:3]=[N:4][C:5]2[CH2:12][N:11]([C:13](=[O:15])[CH3:14])[C:10]3[CH:16]=[CH:17][CH:18]=[CH:19][C:9]=3[CH:8]=[CH:7][C:6]=2[CH:20]=1.[CH3:21][O:22][C:23]1[CH:28]=[CH:27][C:26](B2OC(C)(C)C(C)(C)O2)=[CH:25][N:24]=1.C(N1C2C=CC=CC=2C=CC2N=C(C3C=NC(OC)=CC=3)C(F)=CC=2C1)(=O)C. (3) The reactants are: C([N:4]([C:8]1[C:17]2[C:12](=[CH:13][CH:14]=[CH:15][CH:16]=2)[C:11](Br)=[CH:10][N:9]=1)[C:5](=[O:7])[CH3:6])(=O)C.Cl[C:20]1[N:21]=[C:22]([N:42]2[CH2:47][CH2:46][O:45][CH2:44][CH2:43]2)[C:23]2[S:28][C:27]([CH2:29][N:30]3[CH2:35][CH2:34][N:33]([C:36]([CH3:41])([CH3:40])[C:37]([NH2:39])=[O:38])[CH2:32][CH2:31]3)=[CH:26][C:24]=2[N:25]=1.C([O-])([O-])=O.[Na+].[Na+]. Given the product [C:5]([NH:4][C:8]1[C:17]2[C:12](=[CH:13][CH:14]=[CH:15][CH:16]=2)[C:11]([C:20]2[N:21]=[C:22]([N:42]3[CH2:43][CH2:44][O:45][CH2:46][CH2:47]3)[C:23]3[S:28][C:27]([CH2:29][N:30]4[CH2:31][CH2:32][N:33]([C:36]([CH3:41])([CH3:40])[C:37]([NH2:39])=[O:38])[CH2:34][CH2:35]4)=[CH:26][C:24]=3[N:25]=2)=[CH:10][N:9]=1)(=[O:7])[CH3:6], predict the reactants needed to synthesize it.